This data is from Reaction yield outcomes from USPTO patents with 853,638 reactions. The task is: Predict the reaction yield, written as a fraction of the theoretical maximum amount of product (1.0 means a 100% yield; for example, 0.34 means a 34% yield). (1) The reactants are Br[C:2]1[CH:7]=[CH:6][C:5]([N+:8]([O-:10])=[O:9])=[CH:4][N:3]=1.[N:11]1([C:17]([O:19][C:20]([CH3:23])([CH3:22])[CH3:21])=[O:18])[CH2:16][CH2:15][NH:14][CH2:13][CH2:12]1. The catalyst is C(#N)C. The product is [N+:8]([C:5]1[CH:6]=[CH:7][C:2]([N:14]2[CH2:13][CH2:12][N:11]([C:17]([O:19][C:20]([CH3:23])([CH3:22])[CH3:21])=[O:18])[CH2:16][CH2:15]2)=[N:3][CH:4]=1)([O-:10])=[O:9]. The yield is 0.540. (2) The reactants are [C:1]([C:5]1[O:9][N:8]=[C:7]([NH:10][C:11]([NH:13][C:14]2[CH:19]=[CH:18][CH:17]=[C:16]([OH:20])[CH:15]=2)=[O:12])[CH:6]=1)([CH3:4])([CH3:3])[CH3:2].Cl[C:22]1[C:31]2[C:26](=[CH:27][C:28]([O:37][CH3:38])=[C:29]([O:32][CH2:33][CH2:34][CH2:35][Cl:36])[CH:30]=2)[N:25]=[CH:24][N:23]=1. No catalyst specified. The product is [C:1]([C:5]1[O:9][N:8]=[C:7]([NH:10][C:11]([NH:13][C:14]2[CH:19]=[CH:18][CH:17]=[C:16]([O:20][C:22]3[C:31]4[C:26](=[CH:27][C:28]([O:37][CH3:38])=[C:29]([O:32][CH2:33][CH2:34][CH2:35][Cl:36])[CH:30]=4)[N:25]=[CH:24][N:23]=3)[CH:15]=2)=[O:12])[CH:6]=1)([CH3:4])([CH3:2])[CH3:3]. The yield is 0.550. (3) The reactants are Cl.[NH2:2][CH2:3][CH2:4][CH2:5][C:6]#[N:7].[F:8][C:9]1[CH:14]=[CH:13][C:12]([C:15]2[O:16][CH:17]=[C:18]([CH2:20][CH2:21][C:22](O)=[O:23])[N:19]=2)=[CH:11][CH:10]=1. No catalyst specified. The product is [C:6]([CH2:5][CH2:4][CH2:3][NH:2][C:22](=[O:23])[CH2:21][CH2:20][C:18]1[N:19]=[C:15]([C:12]2[CH:13]=[CH:14][C:9]([F:8])=[CH:10][CH:11]=2)[O:16][CH:17]=1)#[N:7]. The yield is 0.660. (4) The reactants are [F:1][C:2]1[CH:51]=[C:50]([F:52])[CH:49]=[CH:48][C:3]=1[O:4][C:5]1[CH:10]=[CH:9][C:8]([CH2:11][S:12]([CH3:15])(=[O:14])=[O:13])=[CH:7][C:6]=1[C:16]1[C:24]2[C:19](=[C:20]([O:45]C)[N:21]=[C:22]([C:25]3[CH:30]=[C:29]([CH2:31][S:32]([CH3:35])(=[O:34])=[O:33])[CH:28]=[CH:27][C:26]=3[O:36][C:37]3[CH:42]=[CH:41][C:40]([F:43])=[CH:39][C:38]=3[F:44])[CH:23]=2)[N:18]([CH3:47])[CH:17]=1.Cl.O1CCOCC1. No catalyst specified. The product is [F:1][C:2]1[CH:51]=[C:50]([F:52])[CH:49]=[CH:48][C:3]=1[O:4][C:5]1[CH:10]=[CH:9][C:8]([CH2:11][S:12]([CH3:15])(=[O:13])=[O:14])=[CH:7][C:6]=1[C:16]1[C:24]2[CH:23]=[C:22]([C:25]3[CH:30]=[C:29]([CH2:31][S:32]([CH3:35])(=[O:33])=[O:34])[CH:28]=[CH:27][C:26]=3[O:36][C:37]3[CH:42]=[CH:41][C:40]([F:43])=[CH:39][C:38]=3[F:44])[NH:21][C:20](=[O:45])[C:19]=2[N:18]([CH3:47])[CH:17]=1. The yield is 0.710. (5) The reactants are [N+:1]([C:4]1[CH:9]=[CH:8][C:7](B(O)O)=[CH:6][CH:5]=1)([O-:3])=[O:2].[C:13]([O:17][C:18]([N:20]1[CH2:25][CH:24]=[C:23](C2C=CC(N)=CC=2)[CH2:22][CH2:21]1)=[O:19])([CH3:16])([CH3:15])[CH3:14]. The catalyst is CCOC(C)=O. The product is [C:13]([O:17][C:18]([N:20]1[CH2:21][CH:22]=[C:23]([C:7]2[CH:8]=[CH:9][C:4]([N+:1]([O-:3])=[O:2])=[CH:5][CH:6]=2)[CH2:24][CH2:25]1)=[O:19])([CH3:16])([CH3:14])[CH3:15]. The yield is 0.900. (6) The reactants are [F:1][C:2]1([F:21])[CH2:4][CH:3]1[CH2:5][N:6]1[CH2:10][CH2:9][N:8]([C:11]2[S:12][C:13]([C:17]([OH:19])=O)=[C:14]([CH3:16])[N:15]=2)[C:7]1=[O:20].F[B-](F)(F)F.N1(OC(N(C)C)=[N+](C)C)C2C=CC=CC=2N=N1.ON1C2C=CC=CC=2N=N1.C(N(CC)C(C)C)(C)C.[NH2:63][CH2:64][C:65]1[CH:66]=[N:67][CH:68]=[CH:69][CH:70]=1.C(=O)(O)[O-].[Na+]. The catalyst is O1CCCC1. The product is [F:21][C:2]1([F:1])[CH2:4][CH:3]1[CH2:5][N:6]1[CH2:10][CH2:9][N:8]([C:11]2[S:12][C:13]([C:17]([NH:63][CH2:64][C:65]3[CH:66]=[N:67][CH:68]=[CH:69][CH:70]=3)=[O:19])=[C:14]([CH3:16])[N:15]=2)[C:7]1=[O:20]. The yield is 0.810. (7) The reactants are CS[C:3]1[CH:4]=[CH:5][C:6]([Br:9])=[N:7][CH:8]=1.Cl[C:11]1C=CC=C(C(OO)=O)C=1.[O-:21][S:22]([O-:24])=O.[Na+].[Na+]. The catalyst is C(Cl)Cl. The product is [CH3:11][S:22]([C:3]1[CH:4]=[CH:5][C:6]([Br:9])=[N:7][CH:8]=1)(=[O:24])=[O:21]. The yield is 0.960.